Task: Predict the product of the given reaction.. Dataset: Forward reaction prediction with 1.9M reactions from USPTO patents (1976-2016) (1) The product is: [C:18]([C:16]1[C:15]([N:20]2[CH2:25][CH2:24][CH:23]([C:26]([OH:28])=[O:27])[CH2:22][CH2:21]2)=[N:14][C:13]([O:33][S:34]([C:37]([F:39])([F:38])[F:40])(=[O:36])=[O:35])=[C:12]([C:11]([O:10][CH2:8][CH3:9])=[O:41])[CH:17]=1)#[N:19]. Given the reactants C(O)(C(F)(F)F)=O.[CH2:8]([O:10][C:11](=[O:41])[C:12]1[CH:17]=[C:16]([C:18]#[N:19])[C:15]([N:20]2[CH2:25][CH2:24][CH:23]([C:26]([O:28]C(C)(C)C)=[O:27])[CH2:22][CH2:21]2)=[N:14][C:13]=1[O:33][S:34]([C:37]([F:40])([F:39])[F:38])(=[O:36])=[O:35])[CH3:9], predict the reaction product. (2) Given the reactants [OH-].[Na+].[CH3:3][C:4]1[CH:5]=[C:6]([C:21]2[CH:22]=[C:23]([C:27]([O:29]CC)=[O:28])[CH:24]=[N:25][CH:26]=2)[CH:7]=[C:8]([NH:10][C:11]2[N:16]=[C:15]([C:17]([F:20])([F:19])[F:18])[CH:14]=[CH:13][N:12]=2)[CH:9]=1.Cl, predict the reaction product. The product is: [CH3:3][C:4]1[CH:5]=[C:6]([C:21]2[CH:22]=[C:23]([C:27]([OH:29])=[O:28])[CH:24]=[N:25][CH:26]=2)[CH:7]=[C:8]([NH:10][C:11]2[N:16]=[C:15]([C:17]([F:20])([F:18])[F:19])[CH:14]=[CH:13][N:12]=2)[CH:9]=1. (3) Given the reactants [C:1]([C:4]1[C:12]2[C:7](=[CH:8][C:9]([P:13](=[O:16])([O-:15])[O-:14])=[CH:10][CH:11]=2)[N:6]([CH2:17][C:18]([N:20]2[C@H:24]([C:25](=[O:36])[NH:26][CH2:27][C:28]3[CH:33]=[CH:32][CH:31]=[C:30]([Cl:34])[C:29]=3[F:35])[CH2:23][C@H:22]3[CH2:37][CH2:38][CH2:39][C@@H:21]23)=[O:19])[CH:5]=1)(=[O:3])[CH3:2].C[Si](Br)(C)C, predict the reaction product. The product is: [C:1]([C:4]1[C:12]2[C:7](=[CH:8][C:9]([P:13](=[O:14])([OH:15])[OH:16])=[CH:10][CH:11]=2)[N:6]([CH2:17][C:18]([N:20]2[C@H:24]([C:25](=[O:36])[NH:26][CH2:27][C:28]3[CH:33]=[CH:32][CH:31]=[C:30]([Cl:34])[C:29]=3[F:35])[CH2:23][C@H:22]3[CH2:37][CH2:38][CH2:39][C@@H:21]23)=[O:19])[CH:5]=1)(=[O:3])[CH3:2]. (4) Given the reactants Cl[C:2]1[C:3]2[N:4]([C:13]([CH:17]3[CH2:22][CH2:21][CH2:20][CH2:19][CH2:18]3)=[N:14][C:15]=2[CH3:16])[C:5]2[C:10]([N:11]=1)=[CH:9][CH:8]=[C:7]([F:12])[CH:6]=2.[NH3:23], predict the reaction product. The product is: [CH:17]1([C:13]2[N:4]3[C:5]4[C:10]([N:11]=[C:2]([NH2:23])[C:3]3=[C:15]([CH3:16])[N:14]=2)=[CH:9][CH:8]=[C:7]([F:12])[CH:6]=4)[CH2:22][CH2:21][CH2:20][CH2:19][CH2:18]1. (5) Given the reactants Br[C:2]1[N:7]=[C:6]([CH3:8])[C:5]([N+:9]([O-:11])=[O:10])=[CH:4][CH:3]=1.[NH:12]1[CH:16]=[N:15][CH:14]=[N:13]1.C(=O)([O-])[O-].[K+].[K+], predict the reaction product. The product is: [CH3:8][C:6]1[C:5]([N+:9]([O-:11])=[O:10])=[CH:4][CH:3]=[C:2]([N:12]2[CH:16]=[N:15][CH:14]=[N:13]2)[N:7]=1. (6) Given the reactants [O:1]1[CH:5]=[CH:4][C:3]([C:6]2[CH:7]=[C:8]([CH:12]=[CH:13][CH:14]=2)[C:9]([OH:11])=O)=[CH:2]1.C(Cl)(=O)C(Cl)=O.[NH2:21][C:22]1[CH:31]=[CH:30][C:29]([Cl:32])=[CH:28][C:23]=1[C:24]([O:26][CH3:27])=[O:25].C(=O)([O-])O.[Na+], predict the reaction product. The product is: [Cl:32][C:29]1[CH:30]=[CH:31][C:22]([NH:21][C:9]([C:8]2[CH:12]=[CH:13][CH:14]=[C:6]([C:3]3[CH:4]=[CH:5][O:1][CH:2]=3)[CH:7]=2)=[O:11])=[C:23]([CH:28]=1)[C:24]([O:26][CH3:27])=[O:25]. (7) Given the reactants [CH:1]1[CH:6]=[C:5]2[C:7]([C:9](O)([OH:12])[C:10](=[O:11])[C:4]2=[CH:3][CH:2]=1)=[O:8].[CH:14]1[C:19]([OH:20])=[CH:18][CH:17]=[CH:16][C:15]=1[CH3:21], predict the reaction product. The product is: [OH:11][C:10]12[C:4]3[C:5](=[CH:6][CH:1]=[CH:2][CH:3]=3)[C:7](=[O:8])[C:9]1([OH:12])[C:18]1[CH:17]=[CH:16][C:15]([CH3:21])=[CH:14][C:19]=1[O:20]2. (8) Given the reactants [CH2:1]([O:3][C:4](=[O:25])[C:5]1[CH:10]=[CH:9][CH:8]=[C:7]([N:11]2[C:15]([CH3:16])=[CH:14][CH:13]=[C:12]2[C:17]2[CH:22]=[C:21]([Cl:23])[CH:20]=[CH:19][C:18]=2[OH:24])[CH:6]=1)[CH3:2].[Cl:26][C:27]1[CH:34]=[C:33]([F:35])[CH:32]=[CH:31][C:28]=1[CH2:29]Br.C(=O)([O-])[O-].[K+].[K+], predict the reaction product. The product is: [CH2:1]([O:3][C:4](=[O:25])[C:5]1[CH:10]=[CH:9][CH:8]=[C:7]([N:11]2[C:15]([CH3:16])=[CH:14][CH:13]=[C:12]2[C:17]2[CH:22]=[C:21]([Cl:23])[CH:20]=[CH:19][C:18]=2[O:24][CH2:29][C:28]2[CH:31]=[CH:32][C:33]([F:35])=[CH:34][C:27]=2[Cl:26])[CH:6]=1)[CH3:2]. (9) Given the reactants [I:1][C:2]1[CH:3]=[N:4][NH:5][CH:6]=1.C([O-])([O-])=O.[K+].[K+].Cl[CH2:14][C:15]1[CH:20]=[CH:19][C:18]([O:21][CH3:22])=[CH:17][CH:16]=1.CCOCC, predict the reaction product. The product is: [I:1][C:2]1[CH:3]=[N:4][N:5]([CH2:14][C:15]2[CH:20]=[CH:19][C:18]([O:21][CH3:22])=[CH:17][CH:16]=2)[CH:6]=1. (10) Given the reactants [Cl:1][C:2]1[CH:19]=[CH:18][C:17]([Cl:20])=[CH:16][C:3]=1[CH2:4][N:5]1[CH2:10][CH2:9][NH:8][C:7]2[N:11]=[CH:12][C:13](I)=[CH:14][C:6]1=2.[C:21]([Cu])#[N:22], predict the reaction product. The product is: [Cl:1][C:2]1[CH:19]=[CH:18][C:17]([Cl:20])=[CH:16][C:3]=1[CH2:4][N:5]1[CH2:10][CH2:9][NH:8][C:7]2[N:11]=[CH:12][C:13]([C:21]#[N:22])=[CH:14][C:6]1=2.